Dataset: Catalyst prediction with 721,799 reactions and 888 catalyst types from USPTO. Task: Predict which catalyst facilitates the given reaction. (1) Product: [F:1][C:2]1[CH:3]=[C:4]([C:8]2[N:12]=[C:11]([CH:13]3[CH2:18][CH:17]([C:19]4[CH:24]=[CH:23][C:22]([C:25]([F:28])([F:26])[F:27])=[CH:21][CH:20]=4)[CH2:16][NH:15][CH2:14]3)[O:10][N:9]=2)[CH:5]=[CH:6][CH:7]=1. The catalyst class is: 4. Reactant: [F:1][C:2]1[CH:3]=[C:4]([C:8]2[N:12]=[C:11]([CH:13]3[CH2:18][CH:17]([C:19]4[CH:24]=[CH:23][C:22]([C:25]([F:28])([F:27])[F:26])=[CH:21][CH:20]=4)[CH2:16][N:15](C(OC(C)(C)C)=O)[CH2:14]3)[O:10][N:9]=2)[CH:5]=[CH:6][CH:7]=1.FC(F)(F)C(O)=O. (2) Reactant: S([O-])([O-])(=O)=O.[Na+].[Na+].Cl[C:9](Cl)(Cl)[CH:10]([OH:12])O.[F:15][C:16]1[CH:22]=[CH:21][C:19]([NH2:20])=[CH:18][C:17]=1[CH3:23].Cl.Cl.[NH2:26][OH:27]. Product: [F:15][C:16]1[CH:22]=[CH:21][C:19]([NH:20][C:10](=[O:12])[CH:9]=[N:26][OH:27])=[CH:18][C:17]=1[CH3:23]. The catalyst class is: 6. (3) Reactant: [NH2:1][C@H:2]1[CH2:8][CH:7]=[CH:6][C@@H:5]([C:9]2[CH:14]=[CH:13][CH:12]=[CH:11][CH:10]=2)[N:4]([CH2:15][C:16]2[CH:21]=[CH:20][CH:19]=[CH:18][CH:17]=2)[C:3]1=[O:22].[F:23][C:24]1[CH:25]=[C:26]([CH2:31][C:32]([NH:34][C@H:35]([C:37](O)=[O:38])[CH3:36])=[O:33])[CH:27]=[C:28]([F:30])[CH:29]=1.CCN=C=NCCCN(C)C.Cl.CN1CCOCC1. Product: [CH2:15]([N:4]1[C@H:5]([C:9]2[CH:14]=[CH:13][CH:12]=[CH:11][CH:10]=2)[CH:6]=[CH:7][CH2:8][C@H:2]([NH:1][C:37](=[O:38])[C@H:35]([CH3:36])[NH:34][C:32](=[O:33])[CH2:31][C:26]2[CH:27]=[C:28]([F:30])[CH:29]=[C:24]([F:23])[CH:25]=2)[C:3]1=[O:22])[C:16]1[CH:21]=[CH:20][CH:19]=[CH:18][CH:17]=1. The catalyst class is: 2. (4) Reactant: C1CCN2C(=NCCC2)CC1.[NH2:12][C:13]1[CH:18]=[CH:17][C:16]([C:19]2[N:20]=[CH:21][N:22]([CH2:24][CH2:25][C:26]([O:28][C:29]([CH3:32])([CH3:31])[CH3:30])=[O:27])[CH:23]=2)=[CH:15][CH:14]=1.[C:33]([NH:38][C:39](=[O:44])[O:40][CH:41]([CH3:43])[CH3:42])(=[O:37])/[CH:34]=[CH:35]/[CH3:36]. Product: [CH3:36][CH:35]([NH:12][C:13]1[CH:18]=[CH:17][C:16]([C:19]2[N:20]=[CH:21][N:22]([CH2:24][CH2:25][C:26]([O:28][C:29]([CH3:32])([CH3:31])[CH3:30])=[O:27])[CH:23]=2)=[CH:15][CH:14]=1)[CH2:34][C:33]([NH:38][C:39]([O:40][CH:41]([CH3:42])[CH3:43])=[O:44])=[O:37]. The catalyst class is: 10. (5) Product: [C:9]([S:12][C:14]1[CH:19]=[CH:18][C:17]([N+:20]([O-:22])=[O:21])=[CH:16][CH:15]=1)([CH3:11])([CH3:10])[CH3:8]. The catalyst class is: 6. Reactant: [H-].[Na+].CN(C)C=O.[CH3:8][C:9]([SH:12])([CH3:11])[CH3:10].F[C:14]1[CH:19]=[CH:18][C:17]([N+:20]([O-:22])=[O:21])=[CH:16][CH:15]=1. (6) Reactant: C(OC([CH:6]1[CH2:11][CH2:10][CH2:9][NH:8][C:7]1=[O:12])=O)C.[OH-].[K+].[CH2:15]([O:17][C:18](=[O:26])[C:19]1[CH:24]=[CH:23][C:22]([NH2:25])=[CH:21][CH:20]=1)[CH3:16].Cl.[N:28]([O-])=O.[Na+].C(=O)(O)[O-].[Na+]. Product: [CH2:15]([O:17][C:18](=[O:26])[C:19]1[CH:24]=[CH:23][C:22]([NH:25][N:28]=[C:6]2[CH2:11][CH2:10][CH2:9][NH:8][C:7]2=[O:12])=[CH:21][CH:20]=1)[CH3:16]. The catalyst class is: 6. (7) Reactant: CS(O[CH2:6][C@H:7]1[CH2:12][N:11]([S:13]([C:16]2[S:17][CH:18]=[CH:19][CH:20]=2)(=[O:15])=[O:14])[CH2:10][CH2:9][N:8]1[C:21]1[CH:26]=[CH:25][C:24]([C:27]([OH:33])([CH3:32])[C:28]([F:31])([F:30])[F:29])=[CH:23][CH:22]=1)(=O)=O.C(=O)([O-])[O-].[K+].[K+].[C:40]1([SH:46])[CH:45]=[CH:44][CH:43]=[CH:42][CH:41]=1. Product: [F:30][C:28]([F:31])([F:29])[C:27]([C:24]1[CH:23]=[CH:22][C:21]([N:8]2[CH2:9][CH2:10][N:11]([S:13]([C:16]3[S:17][CH:18]=[CH:19][CH:20]=3)(=[O:14])=[O:15])[CH2:12][C@@H:7]2[CH2:6][S:46][C:40]2[CH:45]=[CH:44][CH:43]=[CH:42][CH:41]=2)=[CH:26][CH:25]=1)([OH:33])[CH3:32]. The catalyst class is: 10. (8) Reactant: [OH:1][C:2]1[CH:7]=[CH:6][C:5]([NH:8][CH2:9][C:10]([OH:12])=[O:11])=[CH:4][CH:3]=1.Cl[C:14]([O:16][CH2:17][C:18]1[CH:23]=[CH:22][CH:21]=[CH:20][CH:19]=1)=[O:15].O. Product: [CH2:17]([O:16][C:14]([N:8]([C:5]1[CH:6]=[CH:7][C:2]([OH:1])=[CH:3][CH:4]=1)[CH2:9][C:10]([OH:12])=[O:11])=[O:15])[C:18]1[CH:23]=[CH:22][CH:21]=[CH:20][CH:19]=1. The catalyst class is: 60. (9) Reactant: [H-].[Na+].CC(O[C:8](=O)[NH:9][C:10]1[CH:11]=[N:12][C:13]([Cl:17])=[C:14]([Cl:16])[CH:15]=1)(C)C.CI. Product: [Cl:16][C:14]1[CH:15]=[C:10]([NH:9][CH3:8])[CH:11]=[N:12][C:13]=1[Cl:17]. The catalyst class is: 1. (10) Reactant: [Cl:1][C:2]1[C:3]([N:11]2[CH2:20][CH2:19][C:14]3([O:18][CH2:17][CH2:16][O:15]3)[CH2:13][CH2:12]2)=[N:4][CH:5]=[C:6]([N+:8]([O-])=O)[CH:7]=1.[Cl-].[NH4+].C(O)C.C(=O)([O-])[O-].[K+].[K+]. Product: [Cl:1][C:2]1[CH:7]=[C:6]([NH2:8])[CH:5]=[N:4][C:3]=1[N:11]1[CH2:20][CH2:19][C:14]2([O:18][CH2:17][CH2:16][O:15]2)[CH2:13][CH2:12]1. The catalyst class is: 150.